From a dataset of Full USPTO retrosynthesis dataset with 1.9M reactions from patents (1976-2016). Predict the reactants needed to synthesize the given product. (1) Given the product [CH2:1]([O:8][C:9]1[CH:10]=[CH:11][C:12]2[C:13]3[S:27][C:20]([CH2:21][CH2:22][CH3:23])=[N:19][C:14]=3[CH:15]=[N:16][C:17]=2[CH:18]=1)[C:2]1[CH:7]=[CH:6][CH:5]=[CH:4][CH:3]=1, predict the reactants needed to synthesize it. The reactants are: [CH2:1]([O:8][C:9]1[CH:18]=[C:17]2[C:12]([C:13](O)=[C:14]([NH:19][C:20](=O)[CH2:21][CH2:22][CH3:23])[CH:15]=[N:16]2)=[CH:11][CH:10]=1)[C:2]1[CH:7]=[CH:6][CH:5]=[CH:4][CH:3]=1.P12(SP3(SP(SP(S3)(S1)=S)(=S)S2)=S)=[S:27].N1C=CC=CC=1. (2) Given the product [CH:19]1([C:8]2[CH:7]=[C:6]([C:4]([O:3][CH2:1][CH3:2])=[O:5])[C:15](=[O:16])[N:14]3[C:9]=2[C:10]([CH3:18])=[C:11]([C:26]2[CH:27]=[CH:28][C:23]([Cl:22])=[CH:24][CH:25]=2)[CH:12]=[CH:13]3)[CH2:21][CH2:20]1, predict the reactants needed to synthesize it. The reactants are: [CH2:1]([O:3][C:4]([C:6]1[C:15](=[O:16])[N:14]2[C:9]([C:10]([CH3:18])=[C:11](Cl)[CH:12]=[CH:13]2)=[C:8]([CH:19]2[CH2:21][CH2:20]2)[CH:7]=1)=[O:5])[CH3:2].[Cl:22][C:23]1[CH:28]=[CH:27][C:26](B(O)O)=[CH:25][CH:24]=1.C([O-])([O-])=O.[Na+].[Na+]. (3) Given the product [CH3:11][C:3]1[C:2]([S:1][CH3:12])=[CH:10][CH:9]=[CH:8][C:4]=1[C:5]([O:23][CH3:22])=[O:6], predict the reactants needed to synthesize it. The reactants are: [SH:1][C:2]1[C:3]([CH3:11])=[C:4]([CH:8]=[CH:9][CH:10]=1)[C:5](O)=[O:6].[C:12](=O)([O-])[O-].[Cs+].[Cs+].IC.CN(C)[CH:22]=[O:23].